This data is from Peptide-MHC class I binding affinity with 185,985 pairs from IEDB/IMGT. The task is: Regression. Given a peptide amino acid sequence and an MHC pseudo amino acid sequence, predict their binding affinity value. This is MHC class I binding data. (1) The peptide sequence is NIKRTLAAM. The MHC is HLA-B07:02 with pseudo-sequence HLA-B07:02. The binding affinity (normalized) is 0. (2) The peptide sequence is SCINGQCPY. The MHC is HLA-A25:01 with pseudo-sequence HLA-A25:01. The binding affinity (normalized) is 0.0847. (3) The peptide sequence is VDINRNNKF. The MHC is HLA-A02:01 with pseudo-sequence HLA-A02:01. The binding affinity (normalized) is 0. (4) The peptide sequence is YQLEMYHPI. The MHC is HLA-C07:01 with pseudo-sequence HLA-C07:01. The binding affinity (normalized) is 0.0847. (5) The MHC is HLA-B54:01 with pseudo-sequence HLA-B54:01. The peptide sequence is RLRAEAQVK. The binding affinity (normalized) is 0. (6) The peptide sequence is MLSSFGWIY. The MHC is HLA-B58:01 with pseudo-sequence HLA-B58:01. The binding affinity (normalized) is 0.0847. (7) The peptide sequence is VVYKEAKIK. The MHC is HLA-B58:01 with pseudo-sequence HLA-B58:01. The binding affinity (normalized) is 0.0847.